From a dataset of Reaction yield outcomes from USPTO patents with 853,638 reactions. Predict the reaction yield, written as a fraction of the theoretical maximum amount of product (1.0 means a 100% yield; for example, 0.34 means a 34% yield). The reactants are [CH3:1][C:2]1[CH:7]=[CH:6][N:5]=[C:4]([NH:8][C:9]2[N:14]=[C:13]([C:15]3[O:19][C:18](C=CC4C=CC(C#N)=CC=4)=[N:17][CH:16]=3)[CH:12]=[CH:11][CH:10]=2)[CH:3]=1.CC1C=CN=C(NC2C=CC=C(C3OC=NC=3)N=2)C=1.Br[C:50]1[CH:51]=[C:52]([S:56]([N:59]([CH2:61][CH2:62][OH:63])[CH3:60])(=[O:58])=[O:57])[CH:53]=[CH:54][CH:55]=1.O(C(C)(C)C)[Li]. The catalyst is C1C=CC([P]([Pd]([P](C2C=CC=CC=2)(C2C=CC=CC=2)C2C=CC=CC=2)([P](C2C=CC=CC=2)(C2C=CC=CC=2)C2C=CC=CC=2)[P](C2C=CC=CC=2)(C2C=CC=CC=2)C2C=CC=CC=2)(C2C=CC=CC=2)C2C=CC=CC=2)=CC=1.O1CCOCC1. The product is [OH:63][CH2:62][CH2:61][N:59]([CH3:60])[S:56]([C:52]1[CH:53]=[CH:54][CH:55]=[C:50]([C:18]2[O:19][C:15]([C:13]3[CH:12]=[CH:11][CH:10]=[C:9]([NH:8][C:4]4[CH:3]=[C:2]([CH3:1])[CH:7]=[CH:6][N:5]=4)[N:14]=3)=[CH:16][N:17]=2)[CH:51]=1)(=[O:58])=[O:57]. The yield is 0.240.